From a dataset of Catalyst prediction with 721,799 reactions and 888 catalyst types from USPTO. Predict which catalyst facilitates the given reaction. (1) Reactant: [C:1]([C:5]1[CH:10]=[C:9]([F:11])[C:8]([N+:12]([O-])=O)=[CH:7][C:6]=1[OH:15])([CH3:4])([CH3:3])[CH3:2].C([O-])=O.[NH4+]. Product: [C:1]([C:5]1[CH:10]=[C:9]([F:11])[C:8]([NH2:12])=[CH:7][C:6]=1[OH:15])([CH3:4])([CH3:2])[CH3:3]. The catalyst class is: 50. (2) Reactant: C([N:4]1[C:12]2[C:7](=[CH:8][C:9]([N+:14]([O-:16])=[O:15])=[CH:10][C:11]=2[F:13])[CH2:6][CH2:5]1)(=O)C.C(=O)([O-])O.[Na+]. Product: [F:13][C:11]1[CH:10]=[C:9]([N+:14]([O-:16])=[O:15])[CH:8]=[C:7]2[C:12]=1[NH:4][CH2:5][CH2:6]2. The catalyst class is: 33. (3) Reactant: [Cl:1][C:2]1[CH:3]=[CH:4][C:5]([O:25][CH2:26][C:27]([N:29]2[CH2:34][CH2:33][N:32]([CH2:35][C:36]3[CH:41]=[CH:40][C:39]([F:42])=[CH:38][CH:37]=3)[CH2:31][CH:30]2[CH3:43])=[O:28])=[C:6]([NH:8][S:9]([CH2:12][CH2:13][N:14]2C(=O)C3C(=CC=CC=3)C2=O)(=[O:11])=[O:10])[CH:7]=1.O.NN. Product: [Cl:1][C:2]1[CH:3]=[CH:4][C:5]([O:25][CH2:26][C:27]([N:29]2[CH2:34][CH2:33][N:32]([CH2:35][C:36]3[CH:37]=[CH:38][C:39]([F:42])=[CH:40][CH:41]=3)[CH2:31][C@H:30]2[CH3:43])=[O:28])=[C:6]([NH:8][S:9]([CH2:12][CH2:13][NH2:14])(=[O:11])=[O:10])[CH:7]=1. The catalyst class is: 88.